This data is from Forward reaction prediction with 1.9M reactions from USPTO patents (1976-2016). The task is: Predict the product of the given reaction. (1) Given the reactants Cl[C:2]1[C:7]([CH3:8])=[CH:6][C:5]([N+:9]([O-:11])=[O:10])=[CH:4][N:3]=1.C(O)C.[Cl:15][C:16]1[CH:21]=[C:20]([F:22])[CH:19]=[CH:18][C:17]=1B(O)O.C([O-])([O-])=O.[Na+].[Na+], predict the reaction product. The product is: [Cl:15][C:16]1[CH:21]=[C:20]([F:22])[CH:19]=[CH:18][C:17]=1[C:2]1[C:7]([CH3:8])=[CH:6][C:5]([N+:9]([O-:11])=[O:10])=[CH:4][N:3]=1. (2) Given the reactants C(OC([N:8]1[CH2:13][CH2:12][CH:11]([O:14][C:15]2[CH:40]=[C:39]([O:41]COC)[CH:38]=[CH:37][C:16]=2[C:17]([NH:19][C:20]2[CH:35]=[CH:34][C:33]([F:36])=[CH:32][C:21]=2[C:22]([NH:24][C:25]2[CH:30]=[CH:29][C:28]([Cl:31])=[CH:27][N:26]=2)=[O:23])=[O:18])[CH2:10][CH2:9]1)=O)(C)(C)C.Cl, predict the reaction product. The product is: [Cl:31][C:28]1[CH:29]=[CH:30][C:25]([NH:24][C:22](=[O:23])[C:21]2[CH:32]=[C:33]([F:36])[CH:34]=[CH:35][C:20]=2[NH:19][C:17](=[O:18])[C:16]2[CH:37]=[CH:38][C:39]([OH:41])=[CH:40][C:15]=2[O:14][CH:11]2[CH2:12][CH2:13][NH:8][CH2:9][CH2:10]2)=[N:26][CH:27]=1. (3) Given the reactants [CH:1]([C:7]1[NH:8][C:9]2[C:14]([CH:15]=1)=[CH:13][CH:12]=[CH:11][CH:10]=2)=[CH:2][CH2:3][CH2:4][CH2:5][CH3:6], predict the reaction product. The product is: [CH2:1]([C:7]1[NH:8][C:9]2[C:14]([CH:15]=1)=[CH:13][CH:12]=[CH:11][CH:10]=2)[CH2:2][CH2:3][CH2:4][CH2:5][CH3:6]. (4) Given the reactants [F:1][C:2]1[CH:3]=[CH:4][C:5]([NH:8][NH2:9])=[N:6][CH:7]=1.[CH3:10][C:11]([O:14][C:15]([N:17]1[CH2:21][C@H:20]([C:22](O)=[O:23])[CH2:19][CH2:18]1)=[O:16])([CH3:13])[CH3:12].C1C=CC2N(O)N=NC=2C=1.C(Cl)CCl, predict the reaction product. The product is: [C:11]([O:14][C:15]([N:17]1[CH2:18][CH2:19][C@@H:20]([C:22]([NH:9][NH:8][C:5]2[CH:4]=[CH:3][C:2]([F:1])=[CH:7][N:6]=2)=[O:23])[CH2:21]1)=[O:16])([CH3:13])([CH3:12])[CH3:10]. (5) Given the reactants [CH3:1][O:2][CH2:3][CH2:4][O:5][C:6]1[CH:7]=[C:8]([CH:11]=[CH:12][C:13]=1[O:14][CH2:15][CH2:16][O:17][CH3:18])[CH:9]=[O:10].[N+:19]([O-])([OH:21])=[O:20].S(=O)(=O)(O)O.[N+]([O-])([O-])=O.[K+].[OH-].[NH4+], predict the reaction product. The product is: [CH3:18][O:17][CH2:16][CH2:15][O:14][C:13]1[C:6]([O:5][CH2:4][CH2:3][O:2][CH3:1])=[CH:7][C:8]([CH:9]=[O:10])=[C:11]([N+:19]([O-:21])=[O:20])[CH:12]=1. (6) Given the reactants [CH3:1][C:2]1[N:6]([CH3:7])[C:5]([C:8]2[CH:9]=[C:10]([NH:14][C:15]([NH2:17])=[S:16])[CH:11]=[CH:12][CH:13]=2)=[CH:4][N:3]=1.Cl[CH:19]1[C:28]2[C:23](=[CH:24][CH:25]=[CH:26][CH:27]=2)[CH2:22][CH2:21][C:20]1=O, predict the reaction product. The product is: [S:16]1[C:24]2[C:23]3[C:28]([CH2:27][CH2:26][C:25]=2[N:17]=[C:15]1[NH:14][C:10]1[CH:11]=[CH:12][CH:13]=[C:8]([C:5]2[N:6]([CH3:7])[C:2]([CH3:1])=[N:3][CH:4]=2)[CH:9]=1)=[CH:19][CH:20]=[CH:21][CH:22]=3. (7) Given the reactants CN(C)CC(N1C2C(=CC(OC)=C(NC3N4C(=NC5C(C4=O)=C(F)C=C(F)C=5)C4C=CN(S(C5C=CC(C)=CC=5)(=O)=O)C=4N=3)C=2)CC1)=O.CC(N)CC.[CH3:54][N:55]([CH3:106])[CH2:56][C:57]([N:59]1[C:67]2[C:62](=[CH:63][C:64]([O:104][CH3:105])=[C:65]([NH:68][C:69]3[N:70]=[C:71]([NH:88][C:89]4[CH:101]=[C:100]([F:102])[CH:99]=[C:98]([F:103])[C:90]=4[C:91]([NH:93][CH2:94][CH:95]([CH3:97])[CH3:96])=[O:92])[C:72]4[CH:77]=[CH:76][N:75](S(C5C=CC(C)=CC=5)(=O)=O)[C:73]=4[N:74]=3)[CH:66]=2)[CH2:61][CH2:60]1)=[O:58].[OH-].[Na+], predict the reaction product. The product is: [CH3:106][N:55]([CH3:54])[CH2:56][C:57]([N:59]1[C:67]2[C:62](=[CH:63][C:64]([O:104][CH3:105])=[C:65]([NH:68][C:69]3[NH:74][C:73]4=[N:75][CH:76]=[CH:77][C:72]4=[C:71]([NH:88][C:89]4[CH:101]=[C:100]([F:102])[CH:99]=[C:98]([F:103])[C:90]=4[C:91]([NH:93][CH2:94][CH:95]([CH3:97])[CH3:96])=[O:92])[N:70]=3)[CH:66]=2)[CH2:61][CH2:60]1)=[O:58]. (8) Given the reactants [CH2:1]([O:8][C:9]([NH:11][C:12]1([C:15]([OH:17])=O)[CH2:14][CH2:13]1)=[O:10])[C:2]1[CH:7]=[CH:6][CH:5]=[CH:4][CH:3]=1.C(N(CC)CC)C.CN([C:28]([O:32][N:33]1N=NC2C=CC=N[C:34]1=2)=[N+](C)C)C.F[P-](F)(F)(F)(F)F.Cl.CNOC, predict the reaction product. The product is: [CH3:28][O:32][N:33]([CH3:34])[C:15]([C:12]1([NH:11][C:9](=[O:10])[O:8][CH2:1][C:2]2[CH:3]=[CH:4][CH:5]=[CH:6][CH:7]=2)[CH2:13][CH2:14]1)=[O:17]. (9) Given the reactants [CH2:1]([N:8](C)[CH2:9][CH2:10][CH:11]([N:23]1[CH2:27][CH2:26][CH2:25][CH2:24]1)[CH2:12][CH2:13][N:14](CC1C=CC=CC=1)[CH3:15])C1C=CC=CC=1.Cl, predict the reaction product. The product is: [CH3:1][NH:8][CH2:9][CH2:10][CH:11]([N:23]1[CH2:24][CH2:25][CH2:26][CH2:27]1)[CH2:12][CH2:13][NH:14][CH3:15]. (10) Given the reactants [F:1][C:2]1[CH:23]=[CH:22][CH:21]=[C:20]([F:24])[C:3]=1[CH2:4][O:5][C:6]1[C:7]2[N:8]([C:13]([C:17](O)=[O:18])=[C:14]([CH3:16])[N:15]=2)[CH:9]=[C:10]([CH3:12])[CH:11]=1.F[B-](F)(F)F.N1(O[C+](N(C)C)N(C)C)C2C=CC=CC=2N=N1.CN1CCOCC1.Cl.[NH2:55][CH2:56][C@@H:57]([C:66]([O:68][CH3:69])=[O:67])[NH:58][C:59]([O:61][C:62]([CH3:65])([CH3:64])[CH3:63])=[O:60], predict the reaction product. The product is: [C:62]([O:61][C:59]([NH:58][C@H:57]([C:66]([O:68][CH3:69])=[O:67])[CH2:56][NH:55][C:17]([C:13]1[N:8]2[CH:9]=[C:10]([CH3:12])[CH:11]=[C:6]([O:5][CH2:4][C:3]3[C:20]([F:24])=[CH:21][CH:22]=[CH:23][C:2]=3[F:1])[C:7]2=[N:15][C:14]=1[CH3:16])=[O:18])=[O:60])([CH3:65])([CH3:64])[CH3:63].